Regression/Classification. Given a drug SMILES string, predict its absorption, distribution, metabolism, or excretion properties. Task type varies by dataset: regression for continuous measurements (e.g., permeability, clearance, half-life) or binary classification for categorical outcomes (e.g., BBB penetration, CYP inhibition). For this dataset (b3db_regression), we predict Y. From a dataset of Blood-brain barrier permeability regression values from the B3DB database. (1) The drug is C#CCO. The Y is -0.230 log(BB ratio). (2) The compound is CC1=CC(=C(C=C1)NC2=NCCN2)Cl. The Y is -0.650 log(BB ratio). (3) The molecule is C1CN(CC1C(C2=CC=CC=C2)(C3=CC=CC=C3)C(=O)N)CCC4=CC5=C(C=C4)OCC5. The Y is -0.620 log(BB ratio). (4) The compound is C1=CC(=CC(=C1)C(F)(F)F)/C(=N/OCCCCC(=O)O)/C2=CN=CC=C2. The Y is -1.00 log(BB ratio).